From a dataset of NCI-60 drug combinations with 297,098 pairs across 59 cell lines. Regression. Given two drug SMILES strings and cell line genomic features, predict the synergy score measuring deviation from expected non-interaction effect. Drug 1: C(=O)(N)NO. Drug 2: C1=NNC2=C1C(=O)NC=N2. Cell line: OVCAR-5. Synergy scores: CSS=6.77, Synergy_ZIP=2.59, Synergy_Bliss=-1.77, Synergy_Loewe=-0.574, Synergy_HSA=-0.446.